This data is from Reaction yield outcomes from USPTO patents with 853,638 reactions. The task is: Predict the reaction yield, written as a fraction of the theoretical maximum amount of product (1.0 means a 100% yield; for example, 0.34 means a 34% yield). (1) The reactants are [CH2:1]([O:8][CH2:9][C:10]1[CH:15]=[CH:14][C:13]([C:16]([O:18][CH2:19][CH3:20])=[O:17])=[CH:12][N:11]=1)[C:2]1[CH:7]=[CH:6][CH:5]=[CH:4][CH:3]=1.Cl.[C:22]([O:26][CH2:27][CH3:28])(=[O:25])[CH:23]=[CH2:24]. The catalyst is CCOC(C)=O. The product is [CH2:1]([O:8][CH2:9][CH:10]1[CH2:15][CH2:14][CH:13]([C:16]([O:18][CH2:19][CH3:20])=[O:17])[CH2:12][N:11]1[CH2:24][CH2:23][C:22]([O:26][CH2:27][CH3:28])=[O:25])[C:2]1[CH:3]=[CH:4][CH:5]=[CH:6][CH:7]=1. The yield is 0.130. (2) The reactants are [S:1]1[C:5]2[CH:6]=[CH:7][CH:8]=[CH:9][C:4]=2[N:3]=[C:2]1[C:10]1[C:11]([NH:15][CH:16]=O)=[N:12][NH:13][CH:14]=1.[H-].[Al+3].[Li+].[H-].[H-].[H-]. The catalyst is C1COCC1. The product is [S:1]1[C:5]2[CH:6]=[CH:7][CH:8]=[CH:9][C:4]=2[N:3]=[C:2]1[C:10]1[CH:14]=[N:13][NH:12][C:11]=1[NH:15][CH3:16]. The yield is 0.610. (3) The product is [NH2:6][C:7]1[C:12]2=[CH:13][C:14]([CH2:16][OH:17])=[C:15]([CH2:19][N:20]3[CH2:25][CH2:24][O:23][CH2:22][CH2:21]3)[N:11]2[N:10]=[CH:9][N:8]=1. The yield is 0.900. The reactants are CN(C=O)C.[NH2:6][C:7]1[C:12]2=[CH:13][C:14]([CH2:16][OH:17])=[CH:15][N:11]2[N:10]=[CH:9][N:8]=1.[Cl-].[CH2:19]=[N+:20]1[CH2:25][CH2:24][O:23][CH2:22][CH2:21]1. The catalyst is CO. (4) The reactants are [Cl:1][C:2]1[CH:3]=[N:4][N:5]([CH3:17])[C:6]=1[C:7]1[CH:8]=[C:9]([C:14]([OH:16])=O)[S:10][C:11]=1[CH2:12][CH3:13].C(N(CC)C(C)C)(C)C.[NH2:27][C@@H:28]([CH2:41][C:42]1[CH:47]=[CH:46][CH:45]=[CH:44][C:43]=1[C:48]([F:51])([F:50])[F:49])[CH2:29][N:30]1[C:38](=[O:39])[C:37]2[C:32](=[CH:33][CH:34]=[CH:35][CH:36]=2)[C:31]1=[O:40].F[P-](F)(F)(F)(F)F.Br[P+](N1CCCC1)(N1CCCC1)N1CCCC1. The catalyst is C(Cl)Cl. The product is [Cl:1][C:2]1[CH:3]=[N:4][N:5]([CH3:17])[C:6]=1[C:7]1[CH:8]=[C:9]([C:14]([NH:27][C@@H:28]([CH2:41][C:42]2[CH:47]=[CH:46][CH:45]=[CH:44][C:43]=2[C:48]([F:51])([F:49])[F:50])[CH2:29][N:30]2[C:38](=[O:39])[C:37]3[C:32](=[CH:33][CH:34]=[CH:35][CH:36]=3)[C:31]2=[O:40])=[O:16])[S:10][C:11]=1[CH2:12][CH3:13]. The yield is 0.710. (5) The reactants are [CH3:1][S:2](Cl)(=[O:4])=[O:3].[F:6][C:7]([F:34])([F:33])[C:8]1[N:12]2[N:13]=[C:14]([N:17]3[CH2:22][CH2:21][CH:20]([C:23]4[CH:32]=[CH:31][C:26]([O:27][CH2:28][CH2:29][OH:30])=[CH:25][CH:24]=4)[CH2:19][CH2:18]3)[CH:15]=[CH:16][C:11]2=[N:10][N:9]=1.C(N(CC)CC)C. The catalyst is C(Cl)Cl. The product is [CH3:1][S:2]([O:30][CH2:29][CH2:28][O:27][C:26]1[CH:31]=[CH:32][C:23]([CH:20]2[CH2:21][CH2:22][N:17]([C:14]3[CH:15]=[CH:16][C:11]4[N:12]([C:8]([C:7]([F:6])([F:33])[F:34])=[N:9][N:10]=4)[N:13]=3)[CH2:18][CH2:19]2)=[CH:24][CH:25]=1)(=[O:4])=[O:3]. The yield is 0.980. (6) The reactants are [Br:1][C:2]1[CH:3]=[C:4]([C:9]#[C:10][CH3:11])[C:5]([NH2:8])=[N:6][CH:7]=1.CC(C)([O-])C.[K+]. The catalyst is C(O)(C)(C)C. The product is [Br:1][C:2]1[CH:3]=[C:4]2[CH:9]=[C:10]([CH3:11])[NH:8][C:5]2=[N:6][CH:7]=1. The yield is 0.970. (7) The reactants are [CH3:1][C:2]1[CH:3]=[C:4]([CH:8]=[C:9]([CH3:12])[C:10]=1[OH:11])[C:5]([OH:7])=[O:6].[C:13](OC(=O)C)(=[O:15])[CH3:14]. The catalyst is N1C=CC=CC=1. The product is [C:13]([O:11][C:10]1[C:9]([CH3:12])=[CH:8][C:4]([C:5]([OH:7])=[O:6])=[CH:3][C:2]=1[CH3:1])(=[O:15])[CH3:14]. The yield is 1.00.